Task: Predict the product of the given reaction.. Dataset: Forward reaction prediction with 1.9M reactions from USPTO patents (1976-2016) (1) Given the reactants [NH2:1][C:2]1[CH:11]=[CH:10][C:5]([C:6]([O:8][CH3:9])=[O:7])=[CH:4][C:3]=1[OH:12].[Br:13]NC(=O)CCC(N)=O, predict the reaction product. The product is: [NH2:1][C:2]1[C:3]([OH:12])=[CH:4][C:5]([C:6]([O:8][CH3:9])=[O:7])=[CH:10][C:11]=1[Br:13]. (2) Given the reactants [F:1][C:2]1[CH:7]=[CH:6][C:5]([CH:8]2[NH:13][CH2:12][CH2:11][NH:10][C:9]2=[O:14])=[CH:4][CH:3]=1.[CH3:15][C:16]([O:19][C:20](O[C:20]([O:19][C:16]([CH3:18])([CH3:17])[CH3:15])=[O:21])=[O:21])([CH3:18])[CH3:17].[OH-].[Na+], predict the reaction product. The product is: [F:1][C:2]1[CH:3]=[CH:4][C:5]([CH:8]2[C:9](=[O:14])[NH:10][CH2:11][CH2:12][N:13]2[C:20]([O:19][C:16]([CH3:18])([CH3:17])[CH3:15])=[O:21])=[CH:6][CH:7]=1.